This data is from Full USPTO retrosynthesis dataset with 1.9M reactions from patents (1976-2016). The task is: Predict the reactants needed to synthesize the given product. (1) Given the product [Br:8][C:6]1[N:7]=[C:2]([C:15]#[C:14][Si:11]([CH3:13])([CH3:12])[CH3:10])[C:3]([NH2:9])=[N:4][CH:5]=1, predict the reactants needed to synthesize it. The reactants are: Br[C:2]1[C:3]([NH2:9])=[N:4][CH:5]=[C:6]([Br:8])[N:7]=1.[CH3:10][Si:11]([C:14]#[CH:15])([CH3:13])[CH3:12]. (2) The reactants are: C[CH2:2][C:3]([C:5]1[CH:10]=[CH:9][C:8](F)=[C:7]([N+:12]([O-:14])=[O:13])[CH:6]=1)=[O:4].[CH3:15][NH2:16]. Given the product [CH3:15][NH:16][C:8]1[CH:9]=[CH:10][C:5]([C:3](=[O:4])[CH3:2])=[CH:6][C:7]=1[N+:12]([O-:14])=[O:13], predict the reactants needed to synthesize it.